Predict the reactants needed to synthesize the given product. From a dataset of Full USPTO retrosynthesis dataset with 1.9M reactions from patents (1976-2016). The reactants are: [Cl:1][C:2]1[C:3]([NH:9][S:10]([C:13]2[CH:22]=[CH:21][C:16]([C:17]([O:19][CH3:20])=[O:18])=[CH:15][CH:14]=2)(=[O:12])=[O:11])=[N:4][CH:5]=[C:6]([CH3:8])[CH:7]=1.Br[CH2:24][C:25]1[CH:30]=[CH:29][CH:28]=[CH:27][CH:26]=1. Given the product [CH2:24]([N:9]([C:3]1[C:2]([Cl:1])=[CH:7][C:6]([CH3:8])=[CH:5][N:4]=1)[S:10]([C:13]1[CH:22]=[CH:21][C:16]([C:17]([O:19][CH3:20])=[O:18])=[CH:15][CH:14]=1)(=[O:11])=[O:12])[C:25]1[CH:30]=[CH:29][CH:28]=[CH:27][CH:26]=1, predict the reactants needed to synthesize it.